This data is from Catalyst prediction with 721,799 reactions and 888 catalyst types from USPTO. The task is: Predict which catalyst facilitates the given reaction. (1) Reactant: CC(OC(=O)[N:7]([CH2:25][CH3:26])[CH2:8][CH2:9][NH:10][C:11]([C:13]1[NH:14]C2C([CH:21]=1)=CC([N+]([O-])=O)=CC=2)=[O:12])(C)C.F[C:29]1[C:34]([NH:35][C:36]([C:38]2[NH:39][C:40]3[C:45]([CH:46]=2)=[CH:44][C:43]([C:47]([NH:49][C:50]2[C:55](F)=[C:54](F)[C:53](F)=[C:52](F)[C:51]=2F)=[O:48])=[CH:42][CH:41]=3)=[O:37])=[C:33](F)[C:32](F)=[C:31](F)[C:30]=1F. Product: [CH2:25]([NH:7][CH2:8][CH2:9][NH:10][C:11]([C:13]1[NH:14][C:31]2[C:32]([CH:21]=1)=[CH:33][C:34]([NH:35][C:36]([C:38]1[NH:39][C:40]3[C:45]([CH:46]=1)=[CH:44][C:43]([C:47]([NH:49][C:50]1[CH:55]=[C:54]4[C:53](=[CH:52][CH:51]=1)[NH:14][C:13]([C:11](=[O:12])[NH:10][CH2:9][CH2:8][NH:7][CH2:25][CH3:26])=[CH:21]4)=[O:48])=[CH:42][CH:41]=3)=[O:37])=[CH:29][CH:30]=2)=[O:12])[CH3:26]. The catalyst class is: 3. (2) Reactant: [OH:1][CH:2]([C:22]1[CH:27]=[CH:26][CH:25]=[CH:24][CH:23]=1)[C:3]1[C:7]([C:8]([O:10][CH2:11][CH3:12])=[O:9])=[CH:6][N:5]([CH2:13][C:14]2[CH:19]=[CH:18][C:17]([O:20][CH3:21])=[CH:16][CH:15]=2)[N:4]=1.CC(OI1(OC(C)=O)(OC(C)=O)OC(=O)C2C=CC=CC1=2)=O. Product: [C:2]([C:3]1[C:7]([C:8]([O:10][CH2:11][CH3:12])=[O:9])=[CH:6][N:5]([CH2:13][C:14]2[CH:19]=[CH:18][C:17]([O:20][CH3:21])=[CH:16][CH:15]=2)[N:4]=1)(=[O:1])[C:22]1[CH:23]=[CH:24][CH:25]=[CH:26][CH:27]=1. The catalyst class is: 2. (3) Reactant: [Br:1][C:2]1[CH:7]=[CH:6][C:5]([OH:8])=[CH:4][CH:3]=1.F[C:10]1[CH:17]=[CH:16][C:13]([C:14]#[N:15])=[CH:12][CH:11]=1.C1OCCOCCOCCOCCOCCOC1.[F-].[K+]. Product: [Br:1][C:2]1[CH:7]=[CH:6][C:5]([O:8][C:10]2[CH:17]=[CH:16][C:13]([C:14]#[N:15])=[CH:12][CH:11]=2)=[CH:4][CH:3]=1. The catalyst class is: 10. (4) Reactant: [Cl-].[CH2:2]([O:4][CH2:5][N+:6]1([CH3:11])[CH2:10][CH2:9][CH2:8][CH2:7]1)[CH3:3].[F:12][P-:13]([F:18])([F:17])([F:16])([F:15])[F:14].[Na+].C(Cl)(Cl)Cl. Product: [F:12][P-:13]([F:18])([F:17])([F:16])([F:15])[F:14].[CH2:2]([O:4][CH2:5][N+:6]1([CH3:11])[CH2:10][CH2:9][CH2:8][CH2:7]1)[CH3:3]. The catalyst class is: 6. (5) Reactant: [NH2:1][CH2:2][C@H:3]1[O:8][CH2:7][CH2:6][N:5]([C:9]([O:11][C:12]([CH3:15])([CH3:14])[CH3:13])=[O:10])[CH2:4]1.Br[C:17]1[C:18]([NH2:24])=[N:19][CH:20]=[C:21]([Br:23])[N:22]=1.CCN(CC)CC. Product: [NH2:24][C:18]1[C:17]([NH:1][CH2:2][C@H:3]2[O:8][CH2:7][CH2:6][N:5]([C:9]([O:11][C:12]([CH3:15])([CH3:14])[CH3:13])=[O:10])[CH2:4]2)=[N:22][C:21]([Br:23])=[CH:20][N:19]=1. The catalyst class is: 16. (6) Reactant: [Cl:1][C:2]1[C:7]([Cl:8])=[C:6]([C:9]2[S:13][C:12]([CH2:14][OH:15])=[N:11][C:10]=2[C:16]([N:18]2[CH2:23][CH2:22][CH2:21][CH2:20][C@@H:19]2[CH3:24])=[O:17])[CH:5]=[CH:4][C:3]=1[S:25]([NH:28][C@@H:29]([CH3:34])[C:30]([F:33])([F:32])[F:31])(=[O:27])=[O:26]. Product: [Cl:1][C:2]1[C:7]([Cl:8])=[C:6]([C:9]2[S:13][C:12]([CH:14]=[O:15])=[N:11][C:10]=2[C:16]([N:18]2[CH2:23][CH2:22][CH2:21][CH2:20][C@@H:19]2[CH3:24])=[O:17])[CH:5]=[CH:4][C:3]=1[S:25]([NH:28][C@@H:29]([CH3:34])[C:30]([F:31])([F:32])[F:33])(=[O:26])=[O:27]. The catalyst class is: 21. (7) Reactant: Cl[C:2]1[CH:15]=[CH:14][C:13]2[C:12](=[O:16])[C:11]3[C:6](=[CH:7][CH:8]=[CH:9][CH:10]=3)[C:5](=[O:17])[C:4]=2[CH:3]=1.[C:18]1([C:27]2[CH:32]=[CH:31][CH:30]=[CH:29][CH:28]=2)[CH:23]=[CH:22][CH:21]=[CH:20][C:19]=1B(O)O.C(=O)([O-])[O-].[Cs+].[Cs+].C1(C)C=CC=CC=1.C1(P(C2CCCCC2)C2CCCCC2)CCCCC1. Product: [C:18]1([C:27]2[CH:28]=[CH:29][CH:30]=[CH:31][CH:32]=2)[CH:23]=[CH:22][CH:21]=[CH:20][C:19]=1[C:2]1[CH:15]=[CH:14][C:13]2[C:12](=[O:16])[C:11]3[C:6](=[CH:7][CH:8]=[CH:9][CH:10]=3)[C:5](=[O:17])[C:4]=2[CH:3]=1. The catalyst class is: 62. (8) Reactant: [OH-].[K+].[C:3]([CH:5]([C:10]1([C:16]2[CH:21]=[CH:20][C:19]([F:22])=[CH:18][CH:17]=2)[CH2:15][CH2:14][O:13][CH2:12][CH2:11]1)C(OC)=O)#[N:4].O. Product: [F:22][C:19]1[CH:20]=[CH:21][C:16]([C:10]2([CH2:5][C:3]#[N:4])[CH2:15][CH2:14][O:13][CH2:12][CH2:11]2)=[CH:17][CH:18]=1. The catalyst class is: 196. (9) Reactant: [N:1]1[C:10]2[C:5](=[CH:6][CH:7]=[CH:8][CH:9]=2)[CH:4]=[CH:3][C:2]=1[C:11]([OH:13])=[O:12]. Product: [NH:1]1[C:10]2[C:5](=[CH:6][CH:7]=[CH:8][CH:9]=2)[CH2:4][CH2:3][CH:2]1[C:11]([OH:13])=[O:12]. The catalyst class is: 663. (10) Reactant: [Br:1][C:2]1[S:6][C:5]([C:7]([O:9][CH3:10])=[O:8])=[C:4]([NH:11][C:12](=O)[C:13](F)(F)F)[CH:3]=1.Br.BrC[C:21]1[CH:26]=[CH:25][CH:24]=C[N:22]=1.C(=O)([O-])[O-].[Cs+].[Cs+].CC(N(C)C)=O. Product: [Br:1][C:2]1[S:6][C:5]([C:7]([O:9][CH3:10])=[O:8])=[C:4]([NH:11][CH2:12][C:13]2[CH:24]=[CH:25][CH:26]=[CH:21][N:22]=2)[CH:3]=1. The catalyst class is: 6.